Task: Predict the reactants needed to synthesize the given product.. Dataset: Full USPTO retrosynthesis dataset with 1.9M reactions from patents (1976-2016) (1) The reactants are: [CH2:1]([O:3][CH2:4][C:5](=[N:9][NH:10][C:11]1[CH:16]=[CH:15][C:14]([C:17]([F:20])([F:19])[F:18])=[CH:13][CH:12]=1)[C:6]([OH:8])=O)[CH3:2].[NH2:21][CH2:22][C:23]1[CH:24]=[CH:25][C:26]([Cl:29])=[N:27][CH:28]=1.Cl.CN(C)CCCN=C=NCC. Given the product [Cl:29][C:26]1[N:27]=[CH:28][C:23]([CH2:22][NH:21][C:6](=[O:8])[C:5](=[N:9][NH:10][C:11]2[CH:16]=[CH:15][C:14]([C:17]([F:20])([F:19])[F:18])=[CH:13][CH:12]=2)[CH2:4][O:3][CH2:1][CH3:2])=[CH:24][CH:25]=1, predict the reactants needed to synthesize it. (2) Given the product [F:1][C:2]1[CH:7]=[C:6]([CH:8]([CH3:12])[CH2:9][OH:10])[CH:5]=[CH:4][C:3]=1[C:13]1[CH:14]=[CH:15][CH:16]=[CH:17][CH:18]=1, predict the reactants needed to synthesize it. The reactants are: [F:1][C:2]1[CH:7]=[C:6]([CH:8]([CH3:12])[C:9](O)=[O:10])[CH:5]=[CH:4][C:3]=1[C:13]1[CH:18]=[CH:17][CH:16]=[CH:15][CH:14]=1.ClC(OCC(C)C)=O.C(OCC)(=O)C. (3) Given the product [OH:2][CH2:3][C:4]1[NH:5][C:6]([C:10]2[CH:11]=[C:12]([CH:29]=[CH:30][C:31]=2[CH3:32])[C:13]([N:15]2[CH2:16][CH2:17][CH:18]([C:21]3[CH:22]=[CH:23][C:24]([C:25]#[N:26])=[CH:27][CH:28]=3)[CH2:19][CH2:20]2)=[O:14])=[C:7]([CH3:9])[N:8]=1, predict the reactants needed to synthesize it. The reactants are: C[O:2][CH2:3][C:4]1[NH:5][C:6]([C:10]2[CH:11]=[C:12]([CH:29]=[CH:30][C:31]=2[CH3:32])[C:13]([N:15]2[CH2:20][CH2:19][CH:18]([C:21]3[CH:28]=[CH:27][C:24]([C:25]#[N:26])=[CH:23][CH:22]=3)[CH2:17][CH2:16]2)=[O:14])=[C:7]([CH3:9])[N:8]=1.COCC1NC(C2C(C)=CC(C)=C(C=2)C(N2CCC(C3C=CC(C#N)=CC=3)CC2)=O)=C(C)N=1. (4) Given the product [Br:23][C:24]1[CH:25]=[C:26]2[C:32](=[CH:21][C:3]3[NH:4][C:5]4[CH2:11][CH2:10][CH2:9][N:8]([CH2:12][CH2:13][N:14]5[CH2:19][CH2:18][O:17][CH2:16][CH2:15]5)[C:7](=[O:20])[C:6]=4[C:2]=3[CH3:1])[C:31](=[O:33])[NH:30][C:27]2=[N:28][CH:29]=1, predict the reactants needed to synthesize it. The reactants are: [CH3:1][C:2]1[C:6]2[C:7](=[O:20])[N:8]([CH2:12][CH2:13][N:14]3[CH2:19][CH2:18][O:17][CH2:16][CH2:15]3)[CH2:9][CH2:10][CH2:11][C:5]=2[NH:4][C:3]=1[CH:21]=O.[Br:23][C:24]1[CH:25]=[C:26]2[CH2:32][C:31](=[O:33])[NH:30][C:27]2=[N:28][CH:29]=1. (5) Given the product [NH2:1][C:4]1[CH:5]=[C:6](/[CH:10]=[CH:11]/[C:12]2[CH:13]=[N:14][CH:15]=[CH:16][CH:17]=2)[CH:7]=[CH:8][CH:9]=1, predict the reactants needed to synthesize it. The reactants are: [N+:1]([C:4]1[CH:5]=[C:6](/[CH:10]=[CH:11]/[C:12]2[CH:13]=[N:14][CH:15]=[CH:16][CH:17]=2)[CH:7]=[CH:8][CH:9]=1)([O-])=O.Cl.C(=O)(O)[O-].[Na+]. (6) Given the product [CH3:1][O:2][C:3](=[O:20])[C:4]([CH3:19])([NH:6][C:7]([N:30]1[CH2:31][CH2:32][C@H:28]([C:22]2[CH:27]=[CH:26][CH:25]=[CH:24][CH:23]=2)[CH2:29]1)=[O:8])[CH3:5], predict the reactants needed to synthesize it. The reactants are: [CH3:1][O:2][C:3](=[O:20])[C:4]([CH3:19])([NH:6][C:7](OC1C=CC([N+]([O-])=O)=CC=1)=[O:8])[CH3:5].Cl.[C:22]1([C@H:28]2[CH2:32][CH2:31][NH:30][CH2:29]2)[CH:27]=[CH:26][CH:25]=[CH:24][CH:23]=1. (7) Given the product [NH2:5][CH:9]1[CH2:14][CH2:13][N:12]([CH2:15][CH2:16][C:17]2[CH:18]=[CH:19][N:20]=[C:21]3[C:26]=2[N:25]([CH3:27])[C:24](=[O:28])[CH:23]=[CH:22]3)[CH2:11][CH2:10]1, predict the reactants needed to synthesize it. The reactants are: CC([N:5]([CH:9]1[CH2:14][CH2:13][N:12]([CH2:15][CH2:16][C:17]2[C:26]3[N:25]([CH3:27])[C:24](=[O:28])[CH:23]=[CH:22][C:21]=3[N:20]=[CH:19][CH:18]=2)[CH2:11][CH2:10]1)C(=O)[O-])(C)C.FC(F)(F)C(O)=O.CC[NH+](CC)CC.CC[NH+](CC)CC.C([O-])([O-])=O. (8) The reactants are: [Cl:1][C:2]1[CH:3]=[C:4]([C:28]([O:30][CH2:31][C:32]2([C:45]3[CH:50]=[CH:49][C:48]([F:51])=[CH:47][CH:46]=3)[CH2:37][CH2:36][N:35]([C:38]([O:40][C:41]([CH3:44])([CH3:43])[CH3:42])=[O:39])[CH2:34][CH2:33]2)=[CH2:29])[C:5]2[N:9]([CH2:10][O:11][CH2:12][CH2:13][Si:14]([CH3:17])([CH3:16])[CH3:15])[C:8](=[O:18])[N:7]([CH2:19][O:20][CH2:21][CH2:22][Si:23]([CH3:26])([CH3:25])[CH3:24])[C:6]=2[CH:27]=1. Given the product [Cl:1][C:2]1[CH:3]=[C:4]([CH:28]([O:30][CH2:31][C:32]2([C:45]3[CH:50]=[CH:49][C:48]([F:51])=[CH:47][CH:46]=3)[CH2:37][CH2:36][N:35]([C:38]([O:40][C:41]([CH3:43])([CH3:44])[CH3:42])=[O:39])[CH2:34][CH2:33]2)[CH3:29])[C:5]2[N:9]([CH2:10][O:11][CH2:12][CH2:13][Si:14]([CH3:17])([CH3:16])[CH3:15])[C:8](=[O:18])[N:7]([CH2:19][O:20][CH2:21][CH2:22][Si:23]([CH3:25])([CH3:26])[CH3:24])[C:6]=2[CH:27]=1, predict the reactants needed to synthesize it.